This data is from Reaction yield outcomes from USPTO patents with 853,638 reactions. The task is: Predict the reaction yield, written as a fraction of the theoretical maximum amount of product (1.0 means a 100% yield; for example, 0.34 means a 34% yield). The reactants are [CH3:1][C:2]1([CH3:11])[O:6][C@H:5]([C:7]([O:9]C)=O)[CH2:4][O:3]1.[Cl:12][CH2:13]I.[Li+].CC([N-]C(C)C)C.[OH-].[Na+]. The catalyst is C1COCC1.CCOC(C)=O.C(O)(=O)C. The product is [Cl:12][CH2:13][C:7]([C@@H:5]1[CH2:4][O:3][C:2]([CH3:1])([CH3:11])[O:6]1)=[O:9]. The yield is 0.420.